This data is from Full USPTO retrosynthesis dataset with 1.9M reactions from patents (1976-2016). The task is: Predict the reactants needed to synthesize the given product. (1) Given the product [NH:11]1[CH:15]=[CH:14][N:13]=[C:12]1[CH2:16][CH2:17][CH2:18][NH2:19], predict the reactants needed to synthesize it. The reactants are: S([N:11]1[CH:15]=[CH:14][N:13]=[C:12]1[CH2:16][CH2:17][CH2:18][N:19]1C(=O)C2C(=CC=CC=2)C1=O)(C1C=CC(C)=CC=1)(=O)=O.O.NN. (2) Given the product [C:1]([O:7][CH2:8][C:10]([CH3:13])([CH3:11])[CH3:9])(=[O:6])[C:2]([CH3:5])([CH3:4])[CH3:3], predict the reactants needed to synthesize it. The reactants are: [C:1]([O:7][CH3:8])(=[O:6])[C:2]([CH3:5])([CH3:4])[CH3:3].[CH3:9][C:10](C)([CH3:13])[CH2:11]O. (3) Given the product [NH2:11][C:14]1[CH:28]=[CH:27][CH:26]=[CH:25][C:15]=1[C:16]([NH:18][C:19]1[CH:24]=[CH:23][CH:22]=[CH:21][CH:20]=1)=[O:17], predict the reactants needed to synthesize it. The reactants are: [B][B][B][B][B][B][B][B][B][B].[N+:11]([C:14]1[CH:28]=[CH:27][CH:26]=[CH:25][C:15]=1[C:16]([NH:18][C:19]1[CH:24]=[CH:23][CH:22]=[CH:21][CH:20]=1)=[O:17])([O-])=O. (4) Given the product [ClH:1].[Cl:1][C:2]1[CH:7]=[CH:6][C:5]([C:8]2[C:16]3[C:15]([N:17]4[CH2:22][CH2:21][NH:20][CH2:19][CH2:18]4)=[N:14][CH:13]=[N:12][C:11]=3[S:10][CH:9]=2)=[CH:4][CH:3]=1, predict the reactants needed to synthesize it. The reactants are: [Cl:1][C:2]1[CH:7]=[CH:6][C:5]([C:8]2[C:16]3[C:15]([N:17]4[CH2:22][CH2:21][N:20](C(OC(C)(C)C)=O)[CH2:19][CH2:18]4)=[N:14][CH:13]=[N:12][C:11]=3[S:10][CH:9]=2)=[CH:4][CH:3]=1.Cl. (5) Given the product [Br:1][C:2]1[CH:16]=[CH:15][C:5]([O:6][C:7]2[CH:14]=[CH:13][C:10]([CH:11]=[N:18][OH:19])=[CH:9][CH:8]=2)=[C:4]([Cl:17])[CH:3]=1, predict the reactants needed to synthesize it. The reactants are: [Br:1][C:2]1[CH:16]=[CH:15][C:5]([O:6][C:7]2[CH:14]=[CH:13][C:10]([CH:11]=O)=[CH:9][CH:8]=2)=[C:4]([Cl:17])[CH:3]=1.[NH2:18][OH:19]. (6) Given the product [C:6]([O:23][CH3:24])(=[O:22])[CH2:7][CH2:8][CH2:9][CH2:10][CH2:11][CH2:12][CH2:13][CH2:14][CH2:15][CH2:16][CH2:17][CH2:18][CH2:19][CH2:20][CH3:21], predict the reactants needed to synthesize it. The reactants are: OS(O)(=O)=O.[C:6]([OH:23])(=[O:22])[CH2:7][CH2:8][CH2:9][CH2:10][CH2:11][CH2:12][CH2:13][CH2:14][CH2:15][CH2:16][CH2:17][CH2:18][CH2:19][CH2:20][CH3:21].[CH3:24]O. (7) The reactants are: [NH2:1][CH:2]([C:11]1[C:16]([O:17][CH3:18])=[CH:15][CH:14]=[CH:13][C:12]=1[O:19][CH3:20])[CH2:3][CH2:4][CH2:5][CH2:6][C:7]([O:9]C)=O.[C:21]1([C:27]2[N:32]=[C:31]([CH:33]=O)[CH:30]=[CH:29][CH:28]=2)[CH:26]=[CH:25][CH:24]=[CH:23][CH:22]=1. Given the product [CH3:20][O:19][C:12]1[CH:13]=[CH:14][CH:15]=[C:16]([O:17][CH3:18])[C:11]=1[CH:2]1[N:1]([CH2:33][C:31]2[CH:30]=[CH:29][CH:28]=[C:27]([C:21]3[CH:26]=[CH:25][CH:24]=[CH:23][CH:22]=3)[N:32]=2)[C:7](=[O:9])[CH2:6][CH2:5][CH2:4][CH2:3]1, predict the reactants needed to synthesize it.